Dataset: Catalyst prediction with 721,799 reactions and 888 catalyst types from USPTO. Task: Predict which catalyst facilitates the given reaction. (1) Reactant: [CH:1]1([N:6]2[CH2:11][CH2:10][N:9]([C:12]([C:14]3[CH:15]=[C:16]4[C:20](=[CH:21][CH:22]=3)[NH:19][C:18]([C:23]([OH:25])=O)=[CH:17]4)=[O:13])[CH2:8][CH2:7]2)[CH2:5][CH2:4][CH2:3][CH2:2]1.Cl.F[B-](F)(F)F.N1(OC(N(C)C)=[N+](C)C)C2C=CC=CC=2N=N1.[NH:49]1[CH2:54][CH2:53][S:52][CH2:51][CH2:50]1.C(N(CC)C(C)C)(C)C. Product: [CH:1]1([N:6]2[CH2:11][CH2:10][N:9]([C:12]([C:14]3[CH:15]=[C:16]4[C:20](=[CH:21][CH:22]=3)[NH:19][C:18]([C:23]([N:49]3[CH2:54][CH2:53][S:52][CH2:51][CH2:50]3)=[O:25])=[CH:17]4)=[O:13])[CH2:8][CH2:7]2)[CH2:2][CH2:3][CH2:4][CH2:5]1. The catalyst class is: 9. (2) Reactant: [CH3:1][O:2][C:3](=[O:22])[CH2:4][C:5]1[CH:10]=[CH:9][C:8]([NH:11][C:12]2[C:17]([N+:18]([O-])=O)=[CH:16][CH:15]=[CH:14][N:13]=2)=[CH:7][C:6]=1[CH3:21]. Product: [CH3:1][O:2][C:3](=[O:22])[CH2:4][C:5]1[CH:10]=[CH:9][C:8]([NH:11][C:12]2[C:17]([NH2:18])=[CH:16][CH:15]=[CH:14][N:13]=2)=[CH:7][C:6]=1[CH3:21]. The catalyst class is: 94. (3) Reactant: [Br:1][C:2]1[C:3]([F:17])=[CH:4][C:5]2[CH:11]3[CH2:12][CH:9]([CH2:10]3)[C:8](Cl)=[C:7]([CH:14]=O)[C:6]=2[CH:16]=1.[SH:18][CH2:19][C:20]([O:22][CH2:23][CH3:24])=[O:21].C(=O)([O-])[O-].[K+].[K+]. Product: [Br:1][C:2]1[C:3]([F:17])=[CH:4][C:5]2[CH:11]3[CH2:10][CH:9]([CH2:12]3)[C:8]3[S:18][C:19]([C:20]([O:22][CH2:23][CH3:24])=[O:21])=[CH:14][C:7]=3[C:6]=2[CH:16]=1. The catalyst class is: 9. (4) Reactant: [F:1][C:2]1[CH:3]=[CH:4][C:5]([CH3:23])=[C:6]([NH:8][C:9]2[O:10][C:11]3[CH:17]=[C:16]([CH2:18][C:19]([O:21]C)=[O:20])[CH:15]=[CH:14][C:12]=3[N:13]=2)[CH:7]=1.[OH-].[Na+]. Product: [F:1][C:2]1[CH:3]=[CH:4][C:5]([CH3:23])=[C:6]([NH:8][C:9]2[O:10][C:11]3[CH:17]=[C:16]([CH2:18][C:19]([OH:21])=[O:20])[CH:15]=[CH:14][C:12]=3[N:13]=2)[CH:7]=1. The catalyst class is: 36. (5) Reactant: [CH:1]1([C:4]([N:6]2[CH2:11][CH2:10][N:9]([C:12]([C:14]3[CH:19]=[CH:18][C:17]([CH:20]4[C:29](=O)[C:28]5[C:27]([C:31](OC)=[O:32])=[CH:26][CH:25]=[CH:24][C:23]=5[NH:22][CH:21]4[C:35]4[CH:40]=[CH:39][C:38]([CH:41]([O:45][CH2:46][CH3:47])[O:42][CH2:43][CH3:44])=[CH:37][CH:36]=4)=[CH:16][CH:15]=3)=[O:13])[CH2:8][CH2:7]2)=O)[CH2:3][CH2:2]1.[OH2:48].[NH2:49][NH2:50]. Product: [CH:1]1([C:4]([N:6]2[CH2:7][CH2:8][N:9]([C:12]([C:14]3[CH:15]=[CH:16][C:17]([CH:20]4[C:29]5=[N:49][NH:50][C:31](=[O:32])[C:27]6[CH:26]=[CH:25][CH:24]=[C:23]([C:28]=65)[NH:22][CH:21]4[C:35]4[CH:40]=[CH:39][C:38]([CH:41]([O:42][CH2:43][CH3:44])[O:45][CH2:46][CH3:47])=[CH:37][CH:36]=4)=[CH:18][CH:19]=3)=[O:13])[CH2:10][CH2:11]2)=[O:48])[CH2:2][CH2:3]1. The catalyst class is: 5. (6) Reactant: [CH:1]1([C:4]([NH:6][C:7]2[CH:15]=[CH:14][C:13]([OH:16])=[CH:12][C:8]=2[C:9]([OH:11])=[O:10])=[O:5])[CH2:3][CH2:2]1.[F:17][C:18]([F:28])([F:27])[C:19]1[CH:26]=[CH:25][CH:24]=[CH:23][C:20]=1[CH2:21]Br.[OH-].[K+]. Product: [CH:1]1([C:4]([NH:6][C:7]2[CH:15]=[CH:14][C:13]([O:16][CH2:21][C:20]3[CH:23]=[CH:24][CH:25]=[CH:26][C:19]=3[C:18]([F:17])([F:27])[F:28])=[CH:12][C:8]=2[C:9]([OH:11])=[O:10])=[O:5])[CH2:3][CH2:2]1. The catalyst class is: 21. (7) Reactant: [CH2:1]([CH:3]([N:6]1[C:14]2[N:13]3[C:15]([CH3:27])=[N:16][C:17]([C:18]4[C:23]([CH3:24])=[CH:22][C:21]([CH3:25])=[CH:20][C:19]=4[CH3:26])=[C:12]3[N:11]=[C:10]([CH3:28])[C:9]=2[CH2:8][CH2:7]1)[CH2:4][CH3:5])[CH3:2]. Product: [CH2:1]([CH:3]([N:6]1[C:14]2[N:13]3[C:15]([CH3:27])=[N:16][C:17]([C:18]4[C:23]([CH3:24])=[CH:22][C:21]([CH3:25])=[CH:20][C:19]=4[CH3:26])=[C:12]3[N:11]=[C:10]([CH3:28])[C:9]=2[CH:8]=[CH:7]1)[CH2:4][CH3:5])[CH3:2]. The catalyst class is: 661.